This data is from NCI-60 drug combinations with 297,098 pairs across 59 cell lines. The task is: Regression. Given two drug SMILES strings and cell line genomic features, predict the synergy score measuring deviation from expected non-interaction effect. (1) Synergy scores: CSS=39.8, Synergy_ZIP=-2.82, Synergy_Bliss=0.0433, Synergy_Loewe=1.45, Synergy_HSA=4.34. Cell line: CAKI-1. Drug 2: CCCCC(=O)OCC(=O)C1(CC(C2=C(C1)C(=C3C(=C2O)C(=O)C4=C(C3=O)C=CC=C4OC)O)OC5CC(C(C(O5)C)O)NC(=O)C(F)(F)F)O. Drug 1: CC1C(C(CC(O1)OC2CC(CC3=C2C(=C4C(=C3O)C(=O)C5=C(C4=O)C(=CC=C5)OC)O)(C(=O)CO)O)N)O.Cl. (2) Drug 1: CCC1=C2CN3C(=CC4=C(C3=O)COC(=O)C4(CC)O)C2=NC5=C1C=C(C=C5)O. Drug 2: CC1CCC2CC(C(=CC=CC=CC(CC(C(=O)C(C(C(=CC(C(=O)CC(OC(=O)C3CCCCN3C(=O)C(=O)C1(O2)O)C(C)CC4CCC(C(C4)OC)OCCO)C)C)O)OC)C)C)C)OC. Cell line: SF-268. Synergy scores: CSS=46.9, Synergy_ZIP=-4.20, Synergy_Bliss=-6.08, Synergy_Loewe=-13.3, Synergy_HSA=-1.25. (3) Drug 1: CCC1=CC2CC(C3=C(CN(C2)C1)C4=CC=CC=C4N3)(C5=C(C=C6C(=C5)C78CCN9C7C(C=CC9)(C(C(C8N6C)(C(=O)OC)O)OC(=O)C)CC)OC)C(=O)OC.C(C(C(=O)O)O)(C(=O)O)O. Drug 2: CC1CCC2CC(C(=CC=CC=CC(CC(C(=O)C(C(C(=CC(C(=O)CC(OC(=O)C3CCCCN3C(=O)C(=O)C1(O2)O)C(C)CC4CCC(C(C4)OC)O)C)C)O)OC)C)C)C)OC. Cell line: NCI/ADR-RES. Synergy scores: CSS=3.58, Synergy_ZIP=-1.50, Synergy_Bliss=-2.32, Synergy_Loewe=-1.60, Synergy_HSA=-1.70. (4) Drug 1: CN1CCC(CC1)COC2=C(C=C3C(=C2)N=CN=C3NC4=C(C=C(C=C4)Br)F)OC. Drug 2: C1=CN(C=N1)CC(O)(P(=O)(O)O)P(=O)(O)O. Cell line: HCT-15. Synergy scores: CSS=5.11, Synergy_ZIP=-3.05, Synergy_Bliss=-2.98, Synergy_Loewe=-13.4, Synergy_HSA=-5.00.